Predict the reaction yield, written as a fraction of the theoretical maximum amount of product (1.0 means a 100% yield; for example, 0.34 means a 34% yield). From a dataset of Reaction yield outcomes from USPTO patents with 853,638 reactions. The reactants are [CH2:1]([C:4]1[C:13]([OH:14])=[CH:12][C:7]([C:8]([O:10][CH3:11])=[O:9])=[CH:6][C:5]=1[C:15]([O:17][CH3:18])=[O:16])[CH:2]=[CH2:3].C([O-])([O-])=O.[Cs+].[Cs+].[CH2:25](Br)[C:26]1[CH:31]=[CH:30][CH:29]=[CH:28][CH:27]=1.O. The catalyst is CC#N. The product is [CH2:1]([C:4]1[C:13]([O:14][CH2:25][C:26]2[CH:31]=[CH:30][CH:29]=[CH:28][CH:27]=2)=[CH:12][C:7]([C:8]([O:10][CH3:11])=[O:9])=[CH:6][C:5]=1[C:15]([O:17][CH3:18])=[O:16])[CH:2]=[CH2:3]. The yield is 0.980.